This data is from Forward reaction prediction with 1.9M reactions from USPTO patents (1976-2016). The task is: Predict the product of the given reaction. (1) Given the reactants [Br:1][C:2]1[C:7](=[O:8])[N:6]2[CH:9]=[C:10]([F:13])[CH:11]=[CH:12][C:5]2=[N:4][C:3]=1[CH2:14][OH:15], predict the reaction product. The product is: [Br:1][C:2]1[C:7](=[O:8])[N:6]2[CH:9]=[C:10]([F:13])[CH:11]=[CH:12][C:5]2=[N:4][C:3]=1[CH:14]=[O:15]. (2) Given the reactants [CH3:1][O:2][C:3]1[CH:11]=[C:10]2[C:6]([C:7]([CH2:18][C:19]3[N:24]=[C:23]([C:25](=[N:27][OH:28])[NH2:26])[CH:22]=[CH:21][CH:20]=3)=[C:8]([C:12]3[CH:17]=[CH:16][CH:15]=[CH:14][CH:13]=3)[NH:9]2)=[CH:5][CH:4]=1.[C:29](N1C=CN=C1)(N1C=CN=C1)=[S:30].C1CCN2C(=NCCC2)CC1, predict the reaction product. The product is: [CH3:1][O:2][C:3]1[CH:11]=[C:10]2[C:6]([C:7]([CH2:18][C:19]3[N:24]=[C:23]([C:25]4[NH:26][C:29](=[S:30])[O:28][N:27]=4)[CH:22]=[CH:21][CH:20]=3)=[C:8]([C:12]3[CH:13]=[CH:14][CH:15]=[CH:16][CH:17]=3)[NH:9]2)=[CH:5][CH:4]=1. (3) Given the reactants [CH3:1][O:2][CH:3]([O:6][CH3:7])[CH:4]=O.Cl.[NH2:9][CH2:10][CH2:11][C:12]1[C:20]2[S:19][C:18](=[O:21])[NH:17][C:16]=2[C:15]([OH:22])=[CH:14][CH:13]=1.CC(O)=O.C([BH3-])#N.[Na+].C([O-])(O)=O.[Na+].[CH:36]1[CH:41]=[CH:40][C:39]([CH2:42][O:43][C:44](Cl)=[O:45])=[CH:38][CH:37]=1.Cl, predict the reaction product. The product is: [CH2:42]([O:43][C:44](=[O:45])[N:9]([CH2:4][CH:3]([O:2][CH3:1])[O:6][CH3:7])[CH2:10][CH2:11][C:12]1[C:20]2[S:19][C:18](=[O:21])[NH:17][C:16]=2[C:15]([OH:22])=[CH:14][CH:13]=1)[C:39]1[CH:40]=[CH:41][CH:36]=[CH:37][CH:38]=1. (4) Given the reactants [Cl:1][C:2]1[CH:3]=[CH:4][C:5]2[O:9][C:8]([C:10](O)=[O:11])=[C:7]([CH3:13])[C:6]=2[C:14]=1[O:15][CH3:16].B.C1COCC1, predict the reaction product. The product is: [Cl:1][C:2]1[CH:3]=[CH:4][C:5]2[O:9][C:8]([CH2:10][OH:11])=[C:7]([CH3:13])[C:6]=2[C:14]=1[O:15][CH3:16].